This data is from Forward reaction prediction with 1.9M reactions from USPTO patents (1976-2016). The task is: Predict the product of the given reaction. (1) Given the reactants [Cl-].[Al+3].[Cl-].[Cl-].[NH:5]1[C:13]2[C:8](=[CH:9][CH:10]=[CH:11][N:12]=2)[CH:7]=[CH:6]1.[CH2:14]([O:16][C:17](=[O:21])[C:18](Cl)=[O:19])[CH3:15].C(O)C, predict the reaction product. The product is: [CH2:14]([O:16][C:17](=[O:21])[C:18](=[O:19])[C:7]1[C:8]2[C:13](=[N:12][CH:11]=[CH:10][CH:9]=2)[NH:5][CH:6]=1)[CH3:15]. (2) The product is: [CH2:1]([O:8][C:9]1[C:14](=[O:15])[NH:13][C:12]([O:16][CH3:17])=[N:11][C:10]=1[C:18]([OH:20])=[O:19])[C:2]1[CH:3]=[CH:4][CH:5]=[CH:6][CH:7]=1. Given the reactants [CH2:1]([O:8][C:9]1[C:14](=[O:15])[NH:13][C:12]([O:16][CH3:17])=[N:11][C:10]=1[C:18]([O:20]C(C)(C)C)=[O:19])[C:2]1[CH:7]=[CH:6][CH:5]=[CH:4][CH:3]=1.[OH-].[Na+].Cl, predict the reaction product.